From a dataset of Forward reaction prediction with 1.9M reactions from USPTO patents (1976-2016). Predict the product of the given reaction. (1) Given the reactants Cl[C:2]1[C:11]2[C:6](=[CH:7][C:8]([CH3:12])=[CH:9][CH:10]=2)[N:5]=[C:4]([C:13]2[C:18]([F:19])=[CH:17][CH:16]=[CH:15][C:14]=2[OH:20])[N:3]=1.C(OC(=O)[NH:27][CH2:28][CH:29]1[CH2:34][CH2:33][CH2:32][NH:31][CH2:30]1)(C)(C)C.C(O)(=O)C(O)=O.C(N(CC)CC)C, predict the reaction product. The product is: [NH2:27][CH2:28][C@@H:29]1[CH2:34][CH2:33][CH2:32][N:31]([C:2]2[C:11]3[C:6](=[CH:7][C:8]([CH3:12])=[CH:9][CH:10]=3)[N:5]=[C:4]([C:13]3[C:18]([F:19])=[CH:17][CH:16]=[CH:15][C:14]=3[OH:20])[N:3]=2)[CH2:30]1. (2) Given the reactants Cl.Cl.[NH:3]1[CH2:7][CH2:6][C@@H:5]([NH:8][C:9]([C:11]2[CH:31]=[CH:30][C:14]3[N:15]([CH3:29])[C:16]([NH:18][C:19]4[S:20][C:21]5[CH:27]=[C:26]([Cl:28])[CH:25]=[CH:24][C:22]=5[N:23]=4)=[N:17][C:13]=3[CH:12]=2)=[O:10])[CH2:4]1.C=O.[BH-](OC(C)=O)(OC(C)=O)O[C:36](C)=O.[Na+], predict the reaction product. The product is: [CH3:36][N:3]1[CH2:7][CH2:6][C@@H:5]([NH:8][C:9]([C:11]2[CH:31]=[CH:30][C:14]3[N:15]([CH3:29])[C:16]([NH:18][C:19]4[S:20][C:21]5[CH:27]=[C:26]([Cl:28])[CH:25]=[CH:24][C:22]=5[N:23]=4)=[N:17][C:13]=3[CH:12]=2)=[O:10])[CH2:4]1. (3) Given the reactants [Cl:1][C:2]1[CH:3]=[C:4]([N:10]2[C:14]([CH3:15])=[C:13]([O:16][CH2:17][C:18]3[CH:27]=[CH:26][C:21]([C:22]([O:24]C)=[O:23])=[CH:20][CH:19]=3)[C:12]([CH3:28])=[N:11]2)[CH:5]=[CH:6][C:7]=1[C:8]#[N:9].[OH-].[Na+].Cl, predict the reaction product. The product is: [Cl:1][C:2]1[CH:3]=[C:4]([N:10]2[C:14]([CH3:15])=[C:13]([O:16][CH2:17][C:18]3[CH:19]=[CH:20][C:21]([C:22]([OH:24])=[O:23])=[CH:26][CH:27]=3)[C:12]([CH3:28])=[N:11]2)[CH:5]=[CH:6][C:7]=1[C:8]#[N:9]. (4) Given the reactants [Cl:1][C:2]1[C:3]([N:29]2C(C)=CC=C2C)=[N:4][CH:5]=[C:6]([C:19]2[CH:20]=[C:21]3[C:25](=[CH:26][CH:27]=2)[N:24]([CH3:28])[N:23]=[CH:22]3)[C:7]=1[N:8]1[CH2:18][CH2:17][C:11]2([C:15](=[O:16])[NH:14][CH2:13][CH2:12]2)[CH2:10][CH2:9]1.Cl.NO.ClCCl.C([O-])([O-])=O.[Na+].[Na+], predict the reaction product. The product is: [NH2:29][C:3]1[C:2]([Cl:1])=[C:7]([N:8]2[CH2:18][CH2:17][C:11]3([C:15](=[O:16])[NH:14][CH2:13][CH2:12]3)[CH2:10][CH2:9]2)[C:6]([C:19]2[CH:20]=[C:21]3[C:25](=[CH:26][CH:27]=2)[N:24]([CH3:28])[N:23]=[CH:22]3)=[CH:5][N:4]=1.